Dataset: Reaction yield outcomes from USPTO patents with 853,638 reactions. Task: Predict the reaction yield, written as a fraction of the theoretical maximum amount of product (1.0 means a 100% yield; for example, 0.34 means a 34% yield). (1) The reactants are C(Cl)(=O)C(Cl)=O.[CH3:7][NH:8][C:9](=O)[CH3:10].N1C(C)=CC=CC=1C.[C:20]([NH:28][NH2:29])(=O)[C:21]1[CH:26]=[CH:25][N:24]=[CH:23][CH:22]=1. The catalyst is C(Cl)Cl. The product is [CH3:7][N:8]1[C:9]([CH3:10])=[N:29][N:28]=[C:20]1[C:21]1[CH:26]=[CH:25][N:24]=[CH:23][CH:22]=1. The yield is 0.440. (2) The reactants are [Br:1][C:2]1[CH:3]=[C:4]([C:8]2[O:12][N:11]=[C:10]3[CH:13]=[CH:14][C:15]([C:17]4[CH:22]=[CH:21][N:20]=[C:19]([NH2:23])[N:18]=4)=[CH:16][C:9]=23)[CH:5]=[CH:6][CH:7]=1.[H-].[Na+].[S:26]1[CH:30]=[CH:29][CH:28]=[C:27]1[C:31](Cl)=[O:32]. The catalyst is CN(C=O)C.C1COCC1.CN(C=O)C. The product is [Br:1][C:2]1[CH:3]=[C:4]([C:8]2[O:12][N:11]=[C:10]3[CH:13]=[CH:14][C:15]([C:17]4[CH:22]=[CH:21][N:20]=[C:19]([NH:23][C:31]([C:27]5[S:26][CH:30]=[CH:29][CH:28]=5)=[O:32])[N:18]=4)=[CH:16][C:9]=23)[CH:5]=[CH:6][CH:7]=1. The yield is 0.240. (3) The yield is 0.870. The product is [CH:1]1([C:4]2[N:5]=[C:6]3[C:12]([C:13]([OH:25])=[O:14])=[CH:11][N:10]([CH2:15][O:16][CH2:17][CH2:18][Si:19]([CH3:22])([CH3:21])[CH3:20])[C:7]3=[N:8][CH:9]=2)[CH2:2][CH2:3]1. The reactants are [CH:1]1([C:4]2[N:5]=[C:6]3[C:12]([CH:13]=[O:14])=[CH:11][N:10]([CH2:15][O:16][CH2:17][CH2:18][Si:19]([CH3:22])([CH3:21])[CH3:20])[C:7]3=[N:8][CH:9]=2)[CH2:3][CH2:2]1.S(=O)(=O)([OH:25])N.Cl([O-])=O.[Na+].P([O-])(O)(O)=O.[K+]. The catalyst is O1CCOCC1.O.